This data is from Full USPTO retrosynthesis dataset with 1.9M reactions from patents (1976-2016). The task is: Predict the reactants needed to synthesize the given product. (1) Given the product [Br:1][C:2]1[CH:3]=[CH:4][C:5]([N:15]2[CH2:16][CH2:17][N:12]([CH3:11])[CH2:13][CH2:14]2)=[C:6]([O:8][CH3:9])[CH:7]=1, predict the reactants needed to synthesize it. The reactants are: [Br:1][C:2]1[CH:3]=[CH:4][C:5](I)=[C:6]([O:8][CH3:9])[CH:7]=1.[CH3:11][N:12]1[CH2:17][CH2:16][NH:15][CH2:14][CH2:13]1.C1C=CC2C(C3C(O)=CC=C4C=3C=CC=C4)=C(O)C=CC=2C=1.[O-]P([O-])([O-])=O.[K+].[K+].[K+]. (2) Given the product [Cl:20][C:21]1[CH:32]=[CH:31][C:24]([C:25](=[O:26])[C:2]2[CH:7]=[CH:6][C:5]([N:8]3[CH2:13][CH2:12][N:11]([CH3:14])[CH2:10][CH2:9]3)=[CH:4][CH:3]=2)=[CH:23][C:22]=1[S:33]([NH2:34])(=[O:36])=[O:35], predict the reactants needed to synthesize it. The reactants are: Br[C:2]1[CH:7]=[CH:6][C:5]([N:8]2[CH2:13][CH2:12][N:11]([CH3:14])[CH2:10][CH2:9]2)=[CH:4][CH:3]=1.C([Li])(C)(C)C.[Cl:20][C:21]1[CH:32]=[CH:31][C:24]([C:25](N(OC)C)=[O:26])=[CH:23][C:22]=1[S:33](=[O:36])(=[O:35])[NH2:34]. (3) Given the product [CH3:1][C:2]1([C:13]([OH:15])=[O:14])[CH2:3][CH2:4][CH:5]([O:8][CH2:9][CH2:10][O:11][CH3:12])[CH2:6][CH2:7]1, predict the reactants needed to synthesize it. The reactants are: [CH3:1][C:2]1([C:13]([O:15]CC(C)C)=[O:14])[CH2:7][CH2:6][CH:5]([O:8][CH2:9][CH2:10][O:11][CH3:12])[CH2:4][CH2:3]1.[OH-].[Na+]. (4) The reactants are: Cl[C:2]1(Cl)[C:5]2([CH2:10][CH2:9][CH:8]([C:11]([O:13][CH2:14][CH3:15])=[O:12])[CH2:7][CH2:6]2)[CH2:4][C:3]1=[O:16]. Given the product [O:16]=[C:3]1[CH2:4][C:5]2([CH2:10][CH2:9][CH:8]([C:11]([O:13][CH2:14][CH3:15])=[O:12])[CH2:7][CH2:6]2)[CH2:2]1, predict the reactants needed to synthesize it. (5) Given the product [C:35](=[O:38])([S:37][CH:12]([C@:8]([C:6]1[CH:7]=[C:2]([Br:1])[CH:3]=[CH:4][C:5]=1[F:34])([CH3:33])[NH:9][C:26](=[O:27])[O:28][C:29]([CH3:32])([CH3:31])[CH3:30])[CH2:13][CH2:14][CH2:15][O:16][Si:17]([CH3:19])([CH3:18])[C:20]([CH3:23])([CH3:22])[CH3:21])[CH3:36], predict the reactants needed to synthesize it. The reactants are: [Br:1][C:2]1[CH:3]=[CH:4][C:5]([F:34])=[C:6]([C@:8]2([CH3:33])[CH:12]([CH2:13][CH2:14][CH2:15][O:16][Si:17]([C:20]([CH3:23])([CH3:22])[CH3:21])([CH3:19])[CH3:18])OS(=O)(=O)[N:9]2[C:26]([O:28][C:29]([CH3:32])([CH3:31])[CH3:30])=[O:27])[CH:7]=1.[C:35]([O-:38])(=[S:37])[CH3:36].[K+]. (6) Given the product [CH3:19][O:11][C:10](=[O:12])[C@@H:9]([NH:8][C:6]([O:5][C:1]([CH3:4])([CH3:3])[CH3:2])=[O:7])[CH2:13][CH2:14][CH2:15][CH2:16][OH:17], predict the reactants needed to synthesize it. The reactants are: [C:1]([O:5][C:6]([NH:8][C@@H:9]([CH2:13][CH2:14][CH2:15][CH2:16][OH:17])[C:10]([OH:12])=[O:11])=[O:7])([CH3:4])([CH3:3])[CH3:2].[Si](C=[N+]=[N-])(C)(C)[CH3:19]. (7) Given the product [CH2:1]([N:5]([CH2:23][C:24]1[CH:36]=[CH:35][C:27]([O:28][CH2:29][C:30]([OH:32])=[O:31])=[C:26]([CH3:37])[CH:25]=1)[C:6]1[C:7]([CH3:22])=[C:8]([C:12]2[CH:13]=[CH:14][C:15]([C:18]([F:21])([F:20])[F:19])=[CH:16][CH:17]=2)[CH:9]=[CH:10][CH:11]=1)[CH2:2][CH2:3][CH3:4], predict the reactants needed to synthesize it. The reactants are: [CH2:1]([N:5]([CH2:23][C:24]1[CH:36]=[CH:35][C:27]([O:28][CH2:29][C:30]([O:32]CC)=[O:31])=[C:26]([CH3:37])[CH:25]=1)[C:6]1[C:7]([CH3:22])=[C:8]([C:12]2[CH:17]=[CH:16][C:15]([C:18]([F:21])([F:20])[F:19])=[CH:14][CH:13]=2)[CH:9]=[CH:10][CH:11]=1)[CH2:2][CH2:3][CH3:4].[OH-].[Na+].